Predict which catalyst facilitates the given reaction. From a dataset of Catalyst prediction with 721,799 reactions and 888 catalyst types from USPTO. The catalyst class is: 3. Product: [Cl:9][C:10]1[CH:11]=[C:12]2[C:16](=[CH:17][CH:18]=1)[N:15]([CH2:19][C:20]([OH:22])=[O:21])[C:14]([CH2:23][S:36]([CH3:35])(=[O:38])=[O:37])=[C:13]2[C:24]1[C:33]2[C:28](=[CH:29][C:30]([Cl:34])=[CH:31][CH:32]=2)[N:27]=[CH:26][CH:25]=1. Reactant: BrN1C(=O)CCC1=O.[Cl:9][C:10]1[CH:11]=[C:12]2[C:16](=[CH:17][CH:18]=1)[N:15]([CH2:19][C:20]([OH:22])=[O:21])[C:14]([CH3:23])=[C:13]2[C:24]1[C:33]2[C:28](=[CH:29][C:30]([Cl:34])=[CH:31][CH:32]=2)[N:27]=[CH:26][CH:25]=1.[CH3:35][S:36]([O-:38])=[O:37].[Na+].